From a dataset of Forward reaction prediction with 1.9M reactions from USPTO patents (1976-2016). Predict the product of the given reaction. (1) The product is: [F:25][C:26]1[CH:27]=[C:28]([NH:37][C:38]([C@H:40]2[C:49]3[C:44](=[CH:45][C:46]([O:50][CH3:51])=[CH:47][CH:48]=3)[CH2:43][CH2:42][N:41]2[C:63]([C@H:61]2[CH2:60][C@H:59]([CH2:58][C:57]([O:56][C:52]([CH3:55])([CH3:54])[CH3:53])=[O:66])[CH2:62]2)=[O:64])=[O:39])[CH:29]=[C:30]([F:36])[C:31]=1[Si:32]([CH3:33])([CH3:35])[CH3:34]. Given the reactants CN(C(ON1N=NC2C=CC=NC1=2)=[N+](C)C)C.F[P-](F)(F)(F)(F)F.[F:25][C:26]1[CH:27]=[C:28]([NH:37][C:38]([C@H:40]2[C:49]3[C:44](=[CH:45][C:46]([O:50][CH3:51])=[CH:47][CH:48]=3)[CH2:43][CH2:42][NH:41]2)=[O:39])[CH:29]=[C:30]([F:36])[C:31]=1[Si:32]([CH3:35])([CH3:34])[CH3:33].[C:52]([O:56][C:57](=[O:66])[CH2:58][C@H:59]1[CH2:62][C@H:61]([C:63](O)=[O:64])[CH2:60]1)([CH3:55])([CH3:54])[CH3:53].CCN(C(C)C)C(C)C, predict the reaction product. (2) Given the reactants [CH2:1]([NH2:9])[CH2:2][CH2:3][CH2:4][CH2:5][CH2:6][CH2:7][CH3:8].[C:10]1(=[O:15])[O:14][CH2:13][CH2:12][CH2:11]1, predict the reaction product. The product is: [CH2:1]([NH:9][C:13](=[O:14])[CH2:12][CH2:11][CH2:10][OH:15])[CH2:2][CH2:3][CH2:4][CH2:5][CH2:6][CH2:7][CH3:8]. (3) Given the reactants [S:1]1[CH:5]=[CH:4][C:3]2[CH:6]=[CH:7][CH:8]=[CH:9][C:2]1=2.[Li][C:11](C)([CH3:13])[CH3:12].IC(C)C, predict the reaction product. The product is: [CH:11]([C:5]1[S:1][C:2]2[CH:9]=[CH:8][CH:7]=[CH:6][C:3]=2[CH:4]=1)([CH3:13])[CH3:12]. (4) Given the reactants Cl[C:2]1[C:3]([C:16]2[CH:21]=[CH:20][CH:19]=[CH:18][CH:17]=2)=[N:4][C:5]2[C:10]([N:11]=1)=[CH:9][C:8]([C:12]([O:14][CH3:15])=[O:13])=[CH:7][CH:6]=2.[CH3:22]C(C1C=C(C(C)C)C(C2C=CC=CC=2P(C2CCCCC2)C2CCCCC2)=C(C(C)C)C=1)C.[Al](C)(C)C, predict the reaction product. The product is: [CH3:22][C:2]1[C:3]([C:16]2[CH:21]=[CH:20][CH:19]=[CH:18][CH:17]=2)=[N:4][C:5]2[C:10]([N:11]=1)=[CH:9][C:8]([C:12]([O:14][CH3:15])=[O:13])=[CH:7][CH:6]=2.